Predict the product of the given reaction. From a dataset of Forward reaction prediction with 1.9M reactions from USPTO patents (1976-2016). (1) The product is: [CH3:1][NH:2][C:3]1[C:12]2[C:7](=[CH:8][C:9]([C:13]([OH:15])=[O:14])=[CH:10][CH:11]=2)[CH:6]=[CH:5][N:4]=1. Given the reactants [CH3:1][NH:2][C:3]1[C:12]2[C:7](=[CH:8][C:9]([C:13]([O:15]CC)=[O:14])=[CH:10][CH:11]=2)[CH:6]=[CH:5][N:4]=1.[OH-].[K+], predict the reaction product. (2) Given the reactants [Cl:1][C:2]1[CH:7]=[CH:6][C:5]([CH2:8][CH2:9][NH2:10])=[CH:4][CH:3]=1.CCN(CC)CC.[Cl:18][CH2:19][C:20](Cl)=[O:21], predict the reaction product. The product is: [Cl:18][CH2:19][C:20]([NH:10][CH2:9][CH2:8][C:5]1[CH:6]=[CH:7][C:2]([Cl:1])=[CH:3][CH:4]=1)=[O:21]. (3) Given the reactants [NH2:1][C:2]1[CH:3]=[C:4]2[C:9](=[CH:10][C:11]=1[C:12]([OH:14])=[O:13])[N:8]=[C:7]([C:15]([F:18])([F:17])[F:16])[CH:6]=[CH:5]2.[Br:19][C:20]1[CH:21]=[C:22]([C:32](O)=O)[N:23]([C:25]2[C:30]([Cl:31])=[CH:29][CH:28]=[CH:27][N:26]=2)[N:24]=1, predict the reaction product. The product is: [Br:19][C:20]1[CH:21]=[C:22]([C:32]2[O:13][C:12](=[O:14])[C:11]3[C:2](=[CH:3][C:4]4[C:9]([CH:10]=3)=[N:8][C:7]([C:15]([F:18])([F:16])[F:17])=[CH:6][CH:5]=4)[N:1]=2)[N:23]([C:25]2[C:30]([Cl:31])=[CH:29][CH:28]=[CH:27][N:26]=2)[N:24]=1. (4) Given the reactants Br[CH2:2][C:3]1[C:8](I)=[CH:7][N:6]=[C:5]([Cl:10])[CH:4]=1.[Cl:11][C:12]1[CH:17]=[CH:16][C:15]([NH:18][C:19](=[O:21])[CH3:20])=[C:14]([CH:22]=[CH2:23])[CH:13]=1.C(N1C2C=CC=CC=2C=CC2N=C(Cl)C(F)=CC=2C1)(=O)C, predict the reaction product. The product is: [C:19]([N:18]1[C:15]2[CH:16]=[CH:17][C:12]([Cl:11])=[CH:13][C:14]=2[CH:22]=[CH:23][C:8]2[CH:7]=[N:6][C:5]([Cl:10])=[CH:4][C:3]=2[CH2:2]1)(=[O:21])[CH3:20]. (5) Given the reactants Cl[CH2:2][CH2:3][CH2:4][CH2:5][CH2:6][N:7]1[C:15]([O:16][CH3:17])=[N:14][C:13]2[C:8]1=[N:9][C:10]([O:19][C@@H:20]([CH3:24])[CH2:21][CH2:22][CH3:23])=[N:11][C:12]=2[NH2:18].[N:25]1([C:31]([O:33][C:34]([CH3:37])([CH3:36])[CH3:35])=[O:32])[CH2:30][CH2:29][NH:28][CH2:27][CH2:26]1.C(N(CC)CC)C.[I-].[Na+], predict the reaction product. The product is: [NH2:18][C:12]1[N:11]=[C:10]([O:19][C@@H:20]([CH3:24])[CH2:21][CH2:22][CH3:23])[N:9]=[C:8]2[C:13]=1[N:14]=[C:15]([O:16][CH3:17])[N:7]2[CH2:6][CH2:5][CH2:4][CH2:3][CH2:2][N:28]1[CH2:27][CH2:26][N:25]([C:31]([O:33][C:34]([CH3:37])([CH3:36])[CH3:35])=[O:32])[CH2:30][CH2:29]1. (6) Given the reactants [CH3:1][O:2][CH2:3][CH2:4][O:5][C:6]1[CH:11]=[C:10]([O:12][C:13]2[CH:18]=[CH:17][C:16]([C:19]([F:22])([F:21])[F:20])=[CH:15][N:14]=2)[CH:9]=[CH:8][C:7]=1[CH2:23][CH2:24][CH2:25][OH:26].O[C:28]1[CH:32]=[C:31]([CH2:33][CH2:34][C:35]([O:37]CC)=[O:36])[N:30]([CH3:40])[N:29]=1.C(P(CCCC)CCCC)CCC.N(C(N1CCCCC1)=O)=NC(N1CCCCC1)=O.O1CCCC1CO.[OH-].[Na+].Cl, predict the reaction product. The product is: [CH3:1][O:2][CH2:3][CH2:4][O:5][C:6]1[CH:11]=[C:10]([O:12][C:13]2[CH:18]=[CH:17][C:16]([C:19]([F:20])([F:21])[F:22])=[CH:15][N:14]=2)[CH:9]=[CH:8][C:7]=1[CH2:23][CH2:24][CH2:25][O:26][C:28]1[CH:32]=[C:31]([CH2:33][CH2:34][C:35]([OH:37])=[O:36])[N:30]([CH3:40])[N:29]=1. (7) Given the reactants F[C:2](F)(F)C(O)=O.[NH2:8][C@@H:9]([CH2:23][C:24]1[CH:29]=[C:28](F)[CH:27]=[C:26](F)[CH:25]=1)[C@H:10]([OH:22])[CH2:11][NH:12][CH2:13][C:14]1[CH:19]=[CH:18][CH:17]=[C:16](OC)[CH:15]=1.C(OC[CH2:41][CH2:42][CH2:43][N:44]([CH2:57][CH2:58][CH3:59])[C:45]([C:47]1[CH:48]=[C:49]([CH:53]=[C:54]([CH3:56])[CH:55]=1)[C:50](O)=[O:51])=[O:46])C1C=CC=CC=1.[CH:60]1[CH:61]=CC2N(O)N=NC=2[CH:65]=1.CN1CCOCC1.C(Cl)CCl, predict the reaction product. The product is: [CH2:23]([C@H:9]([NH:8][C:50](=[O:51])[C:49]1[CH:53]=[C:54]([CH3:56])[CH:55]=[C:47]([C:45]([N:44]([CH2:57][CH2:58][CH3:59])[CH2:43][CH2:42][CH3:41])=[O:46])[CH:48]=1)[C@H:10]([OH:22])[CH2:11][NH:12][CH2:13][CH2:14][CH2:19][C:18]1[CH:17]=[CH:16][C:15]([CH3:2])=[CH:65][C:60]=1[CH3:61])[C:24]1[CH:25]=[CH:26][CH:27]=[CH:28][CH:29]=1. (8) Given the reactants O.O.[Sn](Cl)Cl.[CH3:6][O:7][C:8]1[CH:33]=[CH:32][C:11]([CH2:12][NH:13][C:14]2[C:19]([N+:20]([O-])=O)=[CH:18][N:17]=[C:16]([NH:23][C:24]3[N:25]=[CH:26][C:27]([C:30]#[N:31])=[N:28][CH:29]=3)[CH:15]=2)=[CH:10][CH:9]=1, predict the reaction product. The product is: [CH3:6][O:7][C:8]1[CH:9]=[CH:10][C:11]([CH2:12][NH:13][C:14]2[C:19]([NH2:20])=[CH:18][N:17]=[C:16]([NH:23][C:24]3[N:25]=[CH:26][C:27]([C:30]#[N:31])=[N:28][CH:29]=3)[CH:15]=2)=[CH:32][CH:33]=1. (9) Given the reactants S(=O)(=O)(O)O.[CH2:6]([O:8][C:9]1[C:17]2[O:16][C:15]([CH3:19])([CH3:18])[CH2:14][C:13]=2[CH:12]=[C:11]([CH:20](O)[CH:21]([CH3:23])[CH3:22])[CH:10]=1)[CH3:7].[C:25]([C:27]1[CH:28]=[C:29]([CH:34]=[CH:35][CH:36]=1)[C:30]([O:32][CH3:33])=[O:31])#[N:26].C(O)(=O)C, predict the reaction product. The product is: [CH3:33][O:32][C:30](=[O:31])[C:29]1[CH:34]=[CH:35][CH:36]=[C:27]([C:25]2[C:12]3[C:11](=[CH:10][C:9]([O:8][CH2:6][CH3:7])=[C:17]4[O:16][C:15]([CH3:19])([CH3:18])[CH2:14][C:13]4=3)[CH2:20][C:21]([CH3:23])([CH3:22])[N:26]=2)[CH:28]=1.